Dataset: Catalyst prediction with 721,799 reactions and 888 catalyst types from USPTO. Task: Predict which catalyst facilitates the given reaction. Product: [C:21]([C:18]1[N:19]=[CH:20][C:15]([CH2:14][O:13][C:12]2[CH:11]=[CH:10][C:9]([C:27]3[N:32]4[N:33]=[C:34]([NH:36][C:37]([CH:39]5[CH2:40][CH2:41]5)=[O:38])[N:35]=[C:31]4[CH:30]=[CH:29][CH:28]=3)=[CH:24][CH:23]=2)=[CH:16][CH:17]=1)#[N:22]. Reactant: CC1(C)C(C)(C)OB([C:9]2[CH:24]=[CH:23][C:12]([O:13][CH2:14][C:15]3[CH:16]=[CH:17][C:18]([C:21]#[N:22])=[N:19][CH:20]=3)=[CH:11][CH:10]=2)O1.Br[C:27]1[N:32]2[N:33]=[C:34]([NH:36][C:37]([CH:39]3[CH2:41][CH2:40]3)=[O:38])[N:35]=[C:31]2[CH:30]=[CH:29][CH:28]=1.C([O-])([O-])=O.[K+].[K+]. The catalyst class is: 38.